Dataset: Forward reaction prediction with 1.9M reactions from USPTO patents (1976-2016). Task: Predict the product of the given reaction. (1) Given the reactants [C:1]([CH2:3][C:4]([OH:6])=O)#[N:2].CN(C(ON1N=NC2C=CC=NC1=2)=[N+](C)C)C.F[P-](F)(F)(F)(F)F.[Cl:31][C:32]1[CH:69]=[CH:68][C:35]([C:36]([NH:38][C:39]2[N:43]([CH2:44][CH:45]3[CH2:49][CH2:48][CH2:47][NH:46]3)[C:42]3[CH:50]=[CH:51][C:52]([CH2:54][N:55]([C@H:62]([C:64]([CH3:67])([CH3:66])[CH3:65])[CH3:63])[C:56](=[O:61])[O:57][CH2:58][CH:59]=[CH2:60])=[CH:53][C:41]=3[N:40]=2)=[O:37])=[CH:34][CH:33]=1.C(O)(C(F)(F)F)=O.CCN(C(C)C)C(C)C, predict the reaction product. The product is: [Cl:31][C:32]1[CH:33]=[CH:34][C:35]([C:36]([NH:38][C:39]2[N:43]([CH2:44][CH:45]3[CH2:49][CH2:48][CH2:47][N:46]3[C:4](=[O:6])[CH2:3][C:1]#[N:2])[C:42]3[CH:50]=[CH:51][C:52]([CH2:54][N:55]([C@H:62]([C:64]([CH3:67])([CH3:66])[CH3:65])[CH3:63])[C:56](=[O:61])[O:57][CH2:58][CH:59]=[CH2:60])=[CH:53][C:41]=3[N:40]=2)=[O:37])=[CH:68][CH:69]=1. (2) Given the reactants Cl[C:2]1[C:7]([Cl:8])=[CH:6][CH:5]=[CH:4][N:3]=1.[NH2:9][C:10]1[CH:14]=[CH:13][N:12]([CH:15]([F:17])[F:16])[N:11]=1.Cl[C:19]1[C:28]2[C:23](=[CH:24][CH:25]=[C:26]([OH:29])[CH:27]=2)[N:22]=[CH:21][N:20]=1, predict the reaction product. The product is: [Cl:8][C:7]1[C:2]([O:29][C:26]2[CH:27]=[C:28]3[C:23](=[CH:24][CH:25]=2)[N:22]=[CH:21][N:20]=[C:19]3[NH:9][C:10]2[CH:14]=[CH:13][N:12]([CH:15]([F:17])[F:16])[N:11]=2)=[N:3][CH:4]=[CH:5][CH:6]=1. (3) Given the reactants [F:1][C:2]([F:10])([F:9])[C:3](=[O:8])[CH2:4][C:5](=[O:7])[CH3:6].[NH2:11][C:12]([NH2:14])=[O:13].[CH:15](OCC)(OCC)OCC.CO[Na].Cl, predict the reaction product. The product is: [C:5](/[C:4](/[C:3](=[O:8])[C:2]([F:10])([F:9])[F:1])=[CH:15]\[NH:11][C:12]([NH2:14])=[O:13])(=[O:7])[CH3:6]. (4) Given the reactants [C:1]1([C:7]2[N:8]=[C:9]([NH2:12])[S:10][CH:11]=2)[CH:6]=[CH:5][CH:4]=[CH:3][CH:2]=1.[CH:13]([C:15]1[CH:34]=[CH:33][C:18]([CH2:19][O:20][C:21]2[CH:26]=[CH:25][C:24]([CH2:27][CH2:28][C:29]([O:31][CH3:32])=[O:30])=[CH:23][CH:22]=2)=[CH:17][CH:16]=1)=O.C(O)(=O)C.C(=O)([O-])O.[Na+], predict the reaction product. The product is: [C:1]1([C:7]2[N:8]=[C:9]([NH:12][CH2:13][C:15]3[CH:34]=[CH:33][C:18]([CH2:19][O:20][C:21]4[CH:26]=[CH:25][C:24]([CH2:27][CH2:28][C:29]([O:31][CH3:32])=[O:30])=[CH:23][CH:22]=4)=[CH:17][CH:16]=3)[S:10][CH:11]=2)[CH:2]=[CH:3][CH:4]=[CH:5][CH:6]=1. (5) Given the reactants [Cl:1][C:2]1[C:3]([F:14])=[C:4]2[C:10]([N+:11]([O-])=O)=[CH:9][NH:8][C:5]2=[N:6][CH:7]=1.Cl[Sn]Cl.[OH-].[Na+].C(Cl)Cl, predict the reaction product. The product is: [Cl:1][C:2]1[C:3]([F:14])=[C:4]2[C:10]([NH2:11])=[CH:9][NH:8][C:5]2=[N:6][CH:7]=1. (6) Given the reactants [Cl:1][C:2]1[CH:10]=[CH:9][C:8]2[NH:7][C:6]3[CH2:11][CH2:12][N:13]([CH3:15])[CH2:14][C:5]=3[C:4]=2[CH:3]=1.[CH3:16][N:17]1[C:21]2=[N:22][CH:23]=[C:24]([CH:26]=[CH2:27])[CH:25]=[C:20]2[CH:19]=[CH:18]1.[OH-].[K+], predict the reaction product. The product is: [Cl:1][C:2]1[CH:10]=[CH:9][C:8]2[N:7]([CH2:27][CH2:26][C:24]3[CH:25]=[C:20]4[CH:19]=[CH:18][N:17]([CH3:16])[C:21]4=[N:22][CH:23]=3)[C:6]3[CH2:11][CH2:12][N:13]([CH3:15])[CH2:14][C:5]=3[C:4]=2[CH:3]=1. (7) Given the reactants [NH2:1][CH:2]1[CH2:7][CH2:6][N:5]([CH2:8][CH2:9][N:10]2[C:19]3[C:14](=[CH:15][CH:16]=[C:17]([O:20][CH3:21])[CH:18]=3)[N:13]=[C:12]([CH3:22])[C:11]2=[O:23])[CH2:4][CH2:3]1.[O:24]=[C:25]1[CH2:30][O:29][C:28]2[CH:31]=[CH:32][C:33]([CH:35]=O)=[N:34][C:27]=2[NH:26]1.C(O[BH-](OC(=O)C)OC(=O)C)(=O)C.[Na+], predict the reaction product. The product is: [CH3:21][O:20][C:17]1[CH:18]=[C:19]2[C:14]([N:13]=[C:12]([CH3:22])[C:11](=[O:23])[N:10]2[CH2:9][CH2:8][N:5]2[CH2:4][CH2:3][CH:2]([NH:1][CH2:35][C:33]3[CH:32]=[CH:31][C:28]4[O:29][CH2:30][C:25](=[O:24])[NH:26][C:27]=4[N:34]=3)[CH2:7][CH2:6]2)=[CH:15][CH:16]=1. (8) Given the reactants O=C[C@@H]([C@H]([C@@H]([C@@H](CO)O)O)O)O.[CH3:13][C:14]1[CH:19]=[CH:18][CH:17]=[CH:16][C:15]=1[C:20](=[O:25])[C:21]([NH:23][CH3:24])=[O:22].C1N=C(N)C2N=CN([C@@H]3O[C@H](COP(OP(OC[C@H]4O[C@@H](N5C=C(C(N)=O)CC=C5)[C@H](O)[C@@H]4O)(O)=O)(O)=O)[C@@H](O)[C@H]3OP(O)(O)=O)C=2N=1.P([O-])([O-])([O-])=O, predict the reaction product. The product is: [CH3:13][C:14]1[CH:19]=[CH:18][CH:17]=[CH:16][C:15]=1[CH:20]([OH:25])[C:21]([NH:23][CH3:24])=[O:22]. (9) Given the reactants [ClH:1].[F:2][C:3]1[CH:22]=[C:21]([CH3:23])[C:20]([O:24]C(OC)=O)=[CH:19][C:4]=1[NH:5][C:6]1[C:15]2[C:10](=[CH:11][C:12]([OH:18])=[C:13]([O:16][CH3:17])[CH:14]=2)[N:9]=[CH:8][N:7]=1.Br[CH2:30][C:31]1[CH:38]=[CH:37][C:34]([C:35]#[N:36])=[CH:33][CH:32]=1.C(=O)([O-])[O-].[K+].[K+].CO, predict the reaction product. The product is: [ClH:1].[C:35]([C:34]1[CH:37]=[CH:38][C:31]([CH2:30][O:18][C:12]2[CH:11]=[C:10]3[C:15]([C:6]([NH:5][C:4]4[CH:19]=[C:20]([OH:24])[C:21]([CH3:23])=[CH:22][C:3]=4[F:2])=[N:7][CH:8]=[N:9]3)=[CH:14][C:13]=2[O:16][CH3:17])=[CH:32][CH:33]=1)#[N:36]. (10) Given the reactants [F:1][C:2]([F:39])([F:38])[C:3]1[CH:4]=[C:5]([C@H:13]2[O:17][C:16](=[O:18])[N:15]([CH2:19][C:20]3[C:25](B4OC(C)(C)C(C)(C)O4)=[CH:24][N:23]=[C:22]([S:35][CH3:36])[N:21]=3)[C@H:14]2[CH3:37])[CH:6]=[C:7]([C:9]([F:12])([F:11])[F:10])[CH:8]=1.Br[C:41]1[S:45][C:44]([C:46]2[CH:54]=[CH:53][C:49]([C:50]([OH:52])=[O:51])=[CH:48][C:47]=2[CH3:55])=[N:43][C:42]=1[CH3:56].P([O-])([O-])([O-])=O.[K+].[K+].[K+], predict the reaction product. The product is: [F:1][C:2]([F:38])([F:39])[C:3]1[CH:4]=[C:5]([C@H:13]2[O:17][C:16](=[O:18])[N:15]([CH2:19][C:20]3[C:25]([C:41]4[S:45][C:44]([C:46]5[CH:54]=[CH:53][C:49]([C:50]([OH:52])=[O:51])=[CH:48][C:47]=5[CH3:55])=[N:43][C:42]=4[CH3:56])=[CH:24][N:23]=[C:22]([S:35][CH3:36])[N:21]=3)[C@H:14]2[CH3:37])[CH:6]=[C:7]([C:9]([F:12])([F:11])[F:10])[CH:8]=1.